This data is from Forward reaction prediction with 1.9M reactions from USPTO patents (1976-2016). The task is: Predict the product of the given reaction. (1) Given the reactants [CH3:1][O:2][C:3]1[CH:15]=[CH:14][C:6]([CH2:7][NH:8][C:9]2[S:13][N:12]=[CH:11][N:10]=2)=[CH:5][CH:4]=1.C[Si]([N-][Si](C)(C)C)(C)C.[Li+].[F:26][C:27]1[CH:28]=[C:29]([S:36](Cl)(=[O:38])=[O:37])[CH:30]=[CH:31][C:32]=1[N+:33]([O-:35])=[O:34], predict the reaction product. The product is: [F:26][C:27]1[CH:28]=[C:29]([S:36]([N:8]([CH2:7][C:6]2[CH:5]=[CH:4][C:3]([O:2][CH3:1])=[CH:15][CH:14]=2)[C:9]2[S:13][N:12]=[CH:11][N:10]=2)(=[O:37])=[O:38])[CH:30]=[CH:31][C:32]=1[N+:33]([O-:35])=[O:34]. (2) Given the reactants [OH:1][CH:2]1[CH2:18][N:6]2[C:7](=[O:17])[CH:8]=[C:9]([C:11]3[CH:16]=[CH:15][N:14]=[CH:13][CH:12]=3)[N:10]=[C:5]2[NH:4][CH2:3]1.CS(O[CH2:24][CH2:25][CH2:26][C:27]1[CH:32]=[CH:31][CH:30]=[CH:29][C:28]=1[F:33])(=O)=O.[F-].[K+], predict the reaction product. The product is: [F:33][C:28]1[CH:29]=[CH:30][CH:31]=[CH:32][C:27]=1[CH2:26][CH2:25][CH2:24][N:4]1[C:5]2=[N:10][C:9]([C:11]3[CH:12]=[CH:13][N:14]=[CH:15][CH:16]=3)=[CH:8][C:7](=[O:17])[N:6]2[CH2:18][CH:2]([OH:1])[CH2:3]1. (3) Given the reactants [CH3:1][N:2]1[CH2:7][CH2:6][C:5](=O)[CH2:4][C:3]1=[O:9].[F:10][C:11]([F:20])([F:19])[C:12]1[CH:13]=[C:14]([CH:16]=[CH:17][CH:18]=1)[NH2:15].FC(F)(F)S([O-])(=O)=O.[Yb+3].FC(F)(F)S([O-])(=O)=O.FC(F)(F)S([O-])(=O)=O.C1(C)C=CC=CC=1, predict the reaction product. The product is: [CH3:1][N:2]1[CH2:7][CH2:6][C:5]([NH:15][C:14]2[CH:16]=[CH:17][CH:18]=[C:12]([C:11]([F:10])([F:19])[F:20])[CH:13]=2)=[CH:4][C:3]1=[O:9]. (4) Given the reactants [H-].[Na+].[OH:3][C:4]1[CH:14]=[C:13]([CH3:15])[C:7]2[N:8]([CH3:12])[C:9](=[O:11])[O:10][C:6]=2[CH:5]=1.[Cl:16][C:17]1[CH:22]=[C:21](Cl)[N:20]=[CH:19][N:18]=1.O, predict the reaction product. The product is: [Cl:16][C:17]1[N:18]=[CH:19][N:20]=[C:21]([O:3][C:4]2[CH:14]=[C:13]([CH3:15])[C:7]3[N:8]([CH3:12])[C:9](=[O:11])[O:10][C:6]=3[CH:5]=2)[CH:22]=1.